Dataset: Full USPTO retrosynthesis dataset with 1.9M reactions from patents (1976-2016). Task: Predict the reactants needed to synthesize the given product. Given the product [C:1]([O:5][C:6](=[O:25])[NH:7][C:8]1[CH:13]=[CH:12][C:11]([C:14]2[CH:19]=[CH:18][C:17]([C:20]#[N:21])=[CH:16][CH:15]=2)=[CH:10][C:9]=1[NH2:22])([CH3:4])([CH3:2])[CH3:3], predict the reactants needed to synthesize it. The reactants are: [C:1]([O:5][C:6](=[O:25])[NH:7][C:8]1[CH:13]=[CH:12][C:11]([C:14]2[CH:19]=[CH:18][C:17]([C:20]#[N:21])=[CH:16][CH:15]=2)=[CH:10][C:9]=1[N+:22]([O-])=O)([CH3:4])([CH3:3])[CH3:2].O.O.Cl[Sn]Cl.